Dataset: Forward reaction prediction with 1.9M reactions from USPTO patents (1976-2016). Task: Predict the product of the given reaction. (1) Given the reactants [CH3:1][N:2]([CH3:15])[C:3]([N:5]1[CH2:9][CH:8]2[CH2:10][CH:11]([C:13]#[N:14])[CH2:12][CH:7]2[CH2:6]1)=[O:4].[CH2:16](Cl)[C:17]1[CH:22]=[CH:21][CH:20]=[CH:19][CH:18]=1.C[Si](C)(C)[N-][Si](C)(C)C.[Li+], predict the reaction product. The product is: [CH3:1][N:2]([CH3:15])[C:3]([N:5]1[CH2:9][CH:8]2[CH2:10][C:11]([CH2:16][C:17]3[CH:22]=[CH:21][CH:20]=[CH:19][CH:18]=3)([C:13]#[N:14])[CH2:12][CH:7]2[CH2:6]1)=[O:4]. (2) Given the reactants I[CH2:2][CH3:3].[NH:4]1[CH2:8][CH2:7][C@H:6]([CH2:9][C:10]#[N:11])[CH2:5]1.C(=O)([O-])[O-].[K+].[K+], predict the reaction product. The product is: [CH2:2]([N:4]1[CH2:8][CH2:7][C@H:6]([CH2:9][C:10]#[N:11])[CH2:5]1)[CH3:3]. (3) Given the reactants [N+:1]([C:4]1[CH:9]=[CH:8][C:7]([CH2:10][CH:11]([OH:13])[CH3:12])=[CH:6][CH:5]=1)([O-])=O, predict the reaction product. The product is: [NH2:1][C:4]1[CH:5]=[CH:6][C:7]([CH2:10][CH:11]([OH:13])[CH3:12])=[CH:8][CH:9]=1. (4) Given the reactants C(=O)([O-])[O-].[K+].[K+].Cl.Cl[CH2:9][C:10]1[CH:11]=[N:12][CH:13]=[CH:14][CH:15]=1.[Cl:16][C:17]1[N:25]=[C:24]2[C:20]([NH:21][CH:22]=[N:23]2)=[C:19]([NH2:26])[N:18]=1, predict the reaction product. The product is: [Cl:16][C:17]1[N:25]=[C:24]2[C:20]([N:21]=[CH:22][N:23]2[CH2:9][C:10]2[CH:11]=[N:12][CH:13]=[CH:14][CH:15]=2)=[C:19]([NH2:26])[N:18]=1.